Dataset: Forward reaction prediction with 1.9M reactions from USPTO patents (1976-2016). Task: Predict the product of the given reaction. (1) Given the reactants [CH3:1][C:2]1([CH3:31])[CH2:11][CH2:10][C:9]([CH3:13])([CH3:12])[C:8]2[CH:7]=[C:6]([C:14]3[N:15]=[C:16]([N:19]4[CH2:24][CH2:23][CH:22]([N:25]5[CH2:29][CH2:28][CH:27]([NH2:30])[CH2:26]5)[CH2:21][CH2:20]4)[S:17][CH:18]=3)[CH:5]=[CH:4][C:3]1=2.[C:32](OC(=O)C)(=[O:34])[CH3:33].CCOCC, predict the reaction product. The product is: [CH3:1][C:2]1([CH3:31])[CH2:11][CH2:10][C:9]([CH3:12])([CH3:13])[C:8]2[CH:7]=[C:6]([C:14]3[N:15]=[C:16]([N:19]4[CH2:20][CH2:21][CH:22]([N:25]5[CH2:29][CH2:28][CH:27]([NH:30][C:32](=[O:34])[CH3:33])[CH2:26]5)[CH2:23][CH2:24]4)[S:17][CH:18]=3)[CH:5]=[CH:4][C:3]1=2. (2) Given the reactants [N:1]1[CH:6]=[CH:5][CH:4]=[CH:3][C:2]=1[C:7]1[O:8][C:9]2[CH2:10][NH:11][CH2:12][CH2:13][C:14]=2[N:15]=1.Br[C:17]1[CH:22]=[C:21]([F:23])[CH:20]=[C:19]([F:24])[CH:18]=1.C(O[Na])(C)(C)C.CC1(C)C2C(=C(P(C3C=CC=CC=3)C3C=CC=CC=3)C=CC=2)OC2C(P(C3C=CC=CC=3)C3C=CC=CC=3)=CC=CC1=2, predict the reaction product. The product is: [F:23][C:21]1[CH:22]=[C:17]([N:11]2[CH2:12][CH2:13][C:14]3[N:15]=[C:7]([C:2]4[CH:3]=[CH:4][CH:5]=[CH:6][N:1]=4)[O:8][C:9]=3[CH2:10]2)[CH:18]=[C:19]([F:24])[CH:20]=1. (3) Given the reactants [C:9](O[C:9]([O:11][C:12]([CH3:15])([CH3:14])[CH3:13])=[O:10])([O:11][C:12]([CH3:15])([CH3:14])[CH3:13])=[O:10].[NH2:16][C@H:17]([CH2:20][C:21]1[CH:26]=[CH:25][CH:24]=[CH:23][CH:22]=1)[CH2:18][OH:19], predict the reaction product. The product is: [C:9]([NH:16][C@H:17]([CH2:20][C:21]1[CH:26]=[CH:25][CH:24]=[CH:23][CH:22]=1)[CH2:18][OH:19])([O:11][C:12]([CH3:13])([CH3:14])[CH3:15])=[O:10]. (4) Given the reactants [C:1]([C:5]1[CH:10]=[CH:9][C:8]([S:11]([N:14]([CH2:24][C:25](O)=[O:26])[C:15]2[CH:23]=[C:22]3[C:18]([CH:19]=[N:20][NH:21]3)=[CH:17][CH:16]=2)(=[O:13])=[O:12])=[CH:7][CH:6]=1)([CH3:4])([CH3:3])[CH3:2].[CH2:28]([NH:30][CH2:31][CH3:32])[CH3:29], predict the reaction product. The product is: [C:1]([C:5]1[CH:10]=[CH:9][C:8]([S:11]([N:14]([C:15]2[CH:23]=[C:22]3[C:18]([CH:19]=[N:20][NH:21]3)=[CH:17][CH:16]=2)[CH2:24][C:25]([N:30]([CH2:31][CH3:32])[CH2:28][CH3:29])=[O:26])(=[O:12])=[O:13])=[CH:7][CH:6]=1)([CH3:2])([CH3:3])[CH3:4].